Dataset: Forward reaction prediction with 1.9M reactions from USPTO patents (1976-2016). Task: Predict the product of the given reaction. (1) Given the reactants Cl[Sn]Cl.[Cl:4][C:5]1[N:10]=[C:9]([C:11]#[N:12])[C:8]([N+:13]([O-])=O)=[CH:7][CH:6]=1.CC[OH:18], predict the reaction product. The product is: [NH2:13][C:8]1[C:9]([C:11]([NH2:12])=[O:18])=[N:10][C:5]([Cl:4])=[CH:6][CH:7]=1. (2) The product is: [F:1][C:2]1[CH:7]=[CH:6][C:5]([S:8]([C:11]2[C:16]([CH2:17][C:18]3[C:26]4[C:25](=[O:27])[CH2:24][C:23]([CH3:28])([CH3:29])[CH2:22][C:21]=4[N:20]([CH2:32][C:33]([O:35][CH2:36][CH3:37])=[O:34])[C:19]=3[CH3:30])=[CH:15][CH:14]=[CH:13][N:12]=2)(=[O:9])=[O:10])=[CH:4][CH:3]=1. Given the reactants [F:1][C:2]1[CH:7]=[CH:6][C:5]([S:8]([C:11]2[C:16]([CH2:17][C:18]3[C:26]4[C:25](=[O:27])[CH2:24][C:23]([CH3:29])([CH3:28])[CH2:22][C:21]=4[NH:20][C:19]=3[CH3:30])=[CH:15][CH:14]=[CH:13][N:12]=2)(=[O:10])=[O:9])=[CH:4][CH:3]=1.Br[CH2:32][C:33]([O:35][CH2:36][CH3:37])=[O:34].[I-].[K+].C(=O)([O-])[O-].[K+].[K+], predict the reaction product.